Predict the reactants needed to synthesize the given product. From a dataset of Full USPTO retrosynthesis dataset with 1.9M reactions from patents (1976-2016). (1) Given the product [Cl:40][C:2]1[N:7]=[C:6]([S:8][CH2:9][C:10]2[CH:15]=[CH:14][N:13]=[C:12]([C:16]([NH:18][CH3:19])=[O:17])[CH:11]=2)[C:5]([C:20]#[N:21])=[C:4]([C:22]2[CH:27]=[CH:26][C:25]([F:28])=[C:24]([F:29])[CH:23]=2)[C:3]=1[C:30]#[N:31], predict the reactants needed to synthesize it. The reactants are: N[C:2]1[N:7]=[C:6]([S:8][CH2:9][C:10]2[CH:15]=[CH:14][N:13]=[C:12]([C:16]([NH:18][CH3:19])=[O:17])[CH:11]=2)[C:5]([C:20]#[N:21])=[C:4]([C:22]2[CH:27]=[CH:26][C:25]([F:28])=[C:24]([F:29])[CH:23]=2)[C:3]=1[C:30]#[N:31].N(OCCC(C)C)=O.[ClH:40]. (2) Given the product [CH2:29]([N:28]1[C:24]([C@H:19]2[CH2:20][CH2:21][CH2:22][CH2:23][C@@H:18]2[O:17][C:13]2[C:14]([F:16])=[CH:15][C:10]([S:7]([NH:6][C:32]3[CH:37]=[CH:36][N:35]=[CH:34][N:33]=3)(=[O:8])=[O:9])=[C:11]([F:31])[CH:12]=2)=[CH:25][CH:26]=[N:27]1)[CH3:30], predict the reactants needed to synthesize it. The reactants are: COC1C=C(OC)C=CC=1C[N:6]([C:32]1[CH:37]=[CH:36][N:35]=[CH:34][N:33]=1)[S:7]([C:10]1[CH:15]=[C:14]([F:16])[C:13]([O:17][C@H:18]2[CH2:23][CH2:22][CH2:21][CH2:20][C@@H:19]2[C:24]2[N:28]([CH2:29][CH3:30])[N:27]=[CH:26][CH:25]=2)=[CH:12][C:11]=1[F:31])(=[O:9])=[O:8].C([SiH](CC)CC)C.FC(F)(F)C(O)=O. (3) Given the product [BrH:12].[C:17]1([C:15]([C:14]2[N:1]=[C:2]3[CH:7]=[CH:6][C:5]([C:8]([F:9])([F:11])[F:10])=[CH:4][N:3]3[CH:13]=2)=[O:16])[CH:22]=[CH:21][CH:20]=[CH:19][CH:18]=1, predict the reactants needed to synthesize it. The reactants are: [NH2:1][C:2]1[CH:7]=[CH:6][C:5]([C:8]([F:11])([F:10])[F:9])=[CH:4][N:3]=1.[Br:12][CH2:13][C:14](=O)[C:15]([C:17]1[CH:22]=[CH:21][CH:20]=[CH:19][CH:18]=1)=[O:16]. (4) Given the product [CH:50]1([CH2:56][CH2:57][O:58][C:2]2[N:7]=[N:6][C:5]([C:8]3[CH:9]=[CH:10][C:11]([CH2:12][C:13]4[N:14]([C:26]5[CH:31]=[CH:30][C:29]([N:32]6[S:36](=[O:38])(=[O:37])[N:35]([CH2:39][O:40][CH2:41][CH2:42][Si:43]([CH3:44])([CH3:46])[CH3:45])[C:34](=[O:47])[CH2:33]6)=[CH:28][CH:27]=5)[CH:15]=[C:16]([C:18]5[CH:23]=[CH:22][C:21]([Cl:24])=[CH:20][C:19]=5[Cl:25])[N:17]=4)=[CH:48][CH:49]=3)=[CH:4][CH:3]=2)[CH2:55][CH2:54][CH2:53][CH2:52][CH2:51]1, predict the reactants needed to synthesize it. The reactants are: Cl[C:2]1[N:7]=[N:6][C:5]([C:8]2[CH:49]=[CH:48][C:11]([CH2:12][C:13]3[N:14]([C:26]4[CH:31]=[CH:30][C:29]([N:32]5[S:36](=[O:38])(=[O:37])[N:35]([CH2:39][O:40][CH2:41][CH2:42][Si:43]([CH3:46])([CH3:45])[CH3:44])[C:34](=[O:47])[CH2:33]5)=[CH:28][CH:27]=4)[CH:15]=[C:16]([C:18]4[CH:23]=[CH:22][C:21]([Cl:24])=[CH:20][C:19]=4[Cl:25])[N:17]=3)=[CH:10][CH:9]=2)=[CH:4][CH:3]=1.[CH:50]1([CH2:56][CH2:57][OH:58])[CH2:55][CH2:54][CH2:53][CH2:52][CH2:51]1. (5) Given the product [NH2:7][C:8]1[CH:9]=[CH:10][C:11]([CH3:14])=[CH:12][C:13]=1[C:29]([CH:31]1[CH2:33][CH2:32]1)=[O:30], predict the reactants needed to synthesize it. The reactants are: C(OC(=O)[NH:7][C:8]1[CH:13]=[CH:12][C:11]([CH3:14])=[CH:10][CH:9]=1)(C)(C)C.[Li]C(C)(C)C.CCCCC.CON(C)[C:29]([CH:31]1[CH2:33][CH2:32]1)=[O:30]. (6) Given the product [O:25]=[C:21]1[N:20]([CH2:19][C:14]2[CH:15]=[CH:16][CH:17]=[CH:18][C:13]=2[O:12][C:8]2[CH:7]=[C:6]([CH2:5][C:4]([OH:26])=[O:3])[CH:11]=[CH:10][CH:9]=2)[CH2:24][CH2:23][O:22]1, predict the reactants needed to synthesize it. The reactants are: C([O:3][C:4](=[O:26])[CH2:5][C:6]1[CH:11]=[CH:10][CH:9]=[C:8]([O:12][C:13]2[CH:18]=[CH:17][CH:16]=[CH:15][C:14]=2[CH2:19][N:20]2[CH2:24][CH2:23][O:22][C:21]2=[O:25])[CH:7]=1)C.[OH-].[Li+]. (7) Given the product [CH3:1][O:2][C:3]1[CH:4]=[C:5]2[C:10](=[CH:11][CH:12]=1)[CH:9]([OH:13])[C:8]([CH3:15])([CH3:14])[CH2:7][CH2:6]2, predict the reactants needed to synthesize it. The reactants are: [CH3:1][O:2][C:3]1[CH:4]=[C:5]2[C:10](=[CH:11][CH:12]=1)[C:9](=[O:13])[C:8]([CH3:15])([CH3:14])[CH2:7][CH2:6]2.[BH4-].[Na+].O.